This data is from Catalyst prediction with 721,799 reactions and 888 catalyst types from USPTO. The task is: Predict which catalyst facilitates the given reaction. (1) Reactant: [Si:1]([O:8][CH2:9][CH2:10][O:11][N:12]1C(=O)C2C(=CC=CC=2)C1=O)([C:4]([CH3:7])([CH3:6])[CH3:5])([CH3:3])[CH3:2].CNN. Product: [Si:1]([O:8][CH2:9][CH2:10][O:11][NH2:12])([C:4]([CH3:7])([CH3:6])[CH3:5])([CH3:3])[CH3:2]. The catalyst class is: 343. (2) Reactant: C(OC([N:8]1[CH2:12][CH2:11][N:10]=[C:9]1[CH2:13][CH:14]([C:31]1[CH:36]=[CH:35][CH:34]=[CH:33][N:32]=1)[C:15]1[C:23]2[O:22][CH2:21][CH2:20][C:19]=2[CH:18]=[C:17]([C:24]2[CH:29]=[CH:28][C:27]([CH3:30])=[CH:26][CH:25]=2)[CH:16]=1)=O)(C)(C)C.FC(F)(F)C(O)=O.[OH-].[Na+]. Product: [NH:10]1[CH2:11][CH2:12][N:8]=[C:9]1[CH2:13][CH:14]([C:31]1[CH:36]=[CH:35][CH:34]=[CH:33][N:32]=1)[C:15]1[C:23]2[O:22][CH2:21][CH2:20][C:19]=2[CH:18]=[C:17]([C:24]2[CH:29]=[CH:28][C:27]([CH3:30])=[CH:26][CH:25]=2)[CH:16]=1. The catalyst class is: 4. (3) Reactant: Cl[C:2](=[O:8])[C:3](OCC)=[O:4].[Cl:9][C:10]1[CH:11]=[CH:12][C:13]([CH3:27])=[C:14]([CH:26]=1)[NH:15][C:16]([NH:18][O:19][CH2:20][C:21]([O:23][CH2:24][CH3:25])=[O:22])=[S:17]. Product: [Cl:9][C:10]1[CH:11]=[CH:12][C:13]([CH3:27])=[C:14]([N:15]2[C:3](=[O:4])[C:2](=[O:8])[N:18]([O:19][CH2:20][C:21]([O:23][CH2:24][CH3:25])=[O:22])[C:16]2=[S:17])[CH:26]=1. The catalyst class is: 2. (4) Product: [F:1][C:2]1[CH:3]=[CH:4][C:5]([C:8]2([C:18]3[CH:19]=[CH:20][C:21]([F:24])=[CH:22][CH:23]=3)[CH2:12][CH2:11][N:10]([CH2:13][C:14]([NH:38][C:35]3[CH:34]=[CH:33][C:32]([Cl:31])=[CH:37][N:36]=3)=[O:15])[C:9]2=[O:17])=[CH:6][CH:7]=1. The catalyst class is: 9. Reactant: [F:1][C:2]1[CH:7]=[CH:6][C:5]([C:8]2([C:18]3[CH:23]=[CH:22][C:21]([F:24])=[CH:20][CH:19]=3)[CH2:12][CH2:11][N:10]([CH2:13][C:14](O)=[O:15])[C:9]2=[O:17])=[CH:4][CH:3]=1.C(Cl)(=O)C(Cl)=O.[Cl:31][C:32]1[CH:33]=[CH:34][C:35]([NH2:38])=[N:36][CH:37]=1.CN1CCOCC1.